From a dataset of Full USPTO retrosynthesis dataset with 1.9M reactions from patents (1976-2016). Predict the reactants needed to synthesize the given product. (1) Given the product [CH2:12]([N:1]([CH2:31][C:30]1[CH:22]=[CH:20][CH:21]=[CH:33][CH:29]=1)[C:2]1[CH:3]=[C:4]2[C:5](=[CH:10][CH:11]=1)[C:6](=[O:9])[O:7][CH2:8]2)[C:13]1[CH:18]=[CH:17][CH:16]=[CH:15][CH:14]=1, predict the reactants needed to synthesize it. The reactants are: [NH2:1][C:2]1[CH:11]=[CH:10][C:5]2[C:6](=[O:9])[O:7][CH2:8][C:4]=2[CH:3]=1.[CH2:12](Br)[C:13]1[CH:18]=[CH:17][CH:16]=[CH:15][CH:14]=1.[CH:20](N(C(C)C)CC)([CH3:22])[CH3:21].[CH2:29]1[CH2:33]O[CH2:31][CH2:30]1. (2) The reactants are: [CH2:1]([O:3][C:4](=[O:14])[CH2:5][CH2:6][C:7]1[CH:12]=[CH:11][CH:10]=[C:9]([NH2:13])[CH:8]=1)[CH3:2].[N:15]([O-])=O.[Na+].O.O.Cl[Sn]Cl. Given the product [CH2:1]([O:3][C:4](=[O:14])[CH2:5][CH2:6][C:7]1[CH:12]=[CH:11][CH:10]=[C:9]([NH:13][NH2:15])[CH:8]=1)[CH3:2], predict the reactants needed to synthesize it.